From a dataset of Caco-2 cell permeability data measuring drug intestinal absorption for ~900 compounds. Regression/Classification. Given a drug SMILES string, predict its absorption, distribution, metabolism, or excretion properties. Task type varies by dataset: regression for continuous measurements (e.g., permeability, clearance, half-life) or binary classification for categorical outcomes (e.g., BBB penetration, CYP inhibition). For this dataset (caco2_wang), we predict Y. (1) The molecule is C=CCNC(=O)C(=O)C(CCC)NC(=O)C1CC2CN1C(=O)C(C1CCCCC1)NC(=O)Cc1cccc(c1)OCCC(C)(C)O2. The Y is -5.03 log Papp (cm/s). (2) The compound is CC1CCC2C(C)C(OC(=O)CCC(=O)O)OC3OC4(C)CCC1C32OO4. The Y is -5.40 log Papp (cm/s). (3) The drug is CNCc1cnc(C)cc1Oc1ccccc1Oc1ccccc1. The Y is -4.84 log Papp (cm/s). (4) The compound is NC(=O)Cc1cc(/N=N/c2ccc(S(=O)(=O)Nc3ccccn3)cc2)ccc1O. The Y is -5.71 log Papp (cm/s).